Dataset: Catalyst prediction with 721,799 reactions and 888 catalyst types from USPTO. Task: Predict which catalyst facilitates the given reaction. (1) Reactant: [Cl:1][C:2]1[CH:7]=[CH:6][N:5]=[C:4]2[NH:8][CH:9]=[C:10]([C:11]#[N:12])[C:3]=12.[H-].[Na+].Cl[CH2:16][O:17][CH2:18][CH2:19][Si:20]([CH3:23])([CH3:22])[CH3:21]. Product: [Cl:1][C:2]1[CH:7]=[CH:6][N:5]=[C:4]2[N:8]([CH2:16][O:17][CH2:18][CH2:19][Si:20]([CH3:23])([CH3:22])[CH3:21])[CH:9]=[C:10]([C:11]#[N:12])[C:3]=12. The catalyst class is: 334. (2) The catalyst class is: 25. Reactant: Br[C:2]1[C:7]([N:8](COC)[S:9]([C:12]2[CH:17]=[CH:16][C:15]([C:18]([CH3:21])([CH3:20])[CH3:19])=[CH:14][CH:13]=2)(=[O:11])=[O:10])=[CH:6][C:5]([Cl:25])=[CH:4][N:3]=1.[F:26][C:27]1[CH:38]=[CH:37][CH:36]=[CH:35][C:28]=1[C:29](N(OC)C)=[O:30].Cl.O. Product: [C:18]([C:15]1[CH:16]=[CH:17][C:12]([S:9]([NH:8][C:7]2[C:2]([C:29](=[O:30])[C:28]3[CH:35]=[CH:36][CH:37]=[CH:38][C:27]=3[F:26])=[N:3][CH:4]=[C:5]([Cl:25])[CH:6]=2)(=[O:11])=[O:10])=[CH:13][CH:14]=1)([CH3:19])([CH3:21])[CH3:20]. (3) Reactant: [Cl:1][C:2]1[CH:10]=[C:9]([F:11])[C:8]([N+:12]([O-:14])=[O:13])=[CH:7][C:3]=1[C:4](Cl)=[O:5].[CH2:15]([N:18]([CH2:23][CH:24]=[CH2:25])[S:19]([NH2:22])(=[O:21])=[O:20])[CH2:16][CH3:17].C(N(CC)CC)C. Product: [Cl:1][C:2]1[CH:10]=[C:9]([F:11])[C:8]([N+:12]([O-:14])=[O:13])=[CH:7][C:3]=1[C:4]([NH:22][S:19]([N:18]([CH2:23][CH2:24][CH3:25])[CH2:15][CH:16]=[CH2:17])(=[O:21])=[O:20])=[O:5]. The catalyst class is: 2. (4) Reactant: [CH2:1]([NH:8][C:9]([NH:11][NH2:12])=[O:10])[C:2]1[CH:7]=[CH:6][CH:5]=[CH:4][CH:3]=1.[CH:13](N(C(C)C)CC)(C)C.[C:22]([O-:25])([O-])=[O:23].[K+].[K+].[C:28](OC(=O)CBr)([CH3:31])([CH3:30])[CH3:29]. Product: [C:28]([CH:31]([N:11]([C:9](=[O:10])[NH:8][CH2:1][C:2]1[CH:7]=[CH:6][CH:5]=[CH:4][CH:3]=1)[NH2:12])[C:22]([OH:25])=[O:23])([CH3:13])([CH3:30])[CH3:29]. The catalyst class is: 588. (5) Reactant: [CH2:1]([O:3][C:4]([N:6]1[CH2:22][CH2:21][C:10]2[C:11]3[C:12](=[O:20])[CH2:13][CH2:14][O:15][C:16]=3[C:17]([I:19])=[CH:18][C:9]=2[CH2:8][CH2:7]1)=[O:5])[CH3:2].[CH2:23]([Mg]Br)[CH3:24]. The catalyst class is: 27. Product: [CH2:1]([O:3][C:4]([N:6]1[CH2:22][CH2:21][C:10]2[C:11]3[C:12]([CH2:23][CH3:24])([OH:20])[CH2:13][CH2:14][O:15][C:16]=3[C:17]([I:19])=[CH:18][C:9]=2[CH2:8][CH2:7]1)=[O:5])[CH3:2].